Dataset: Human liver microsome stability data. Task: Regression/Classification. Given a drug SMILES string, predict its absorption, distribution, metabolism, or excretion properties. Task type varies by dataset: regression for continuous measurements (e.g., permeability, clearance, half-life) or binary classification for categorical outcomes (e.g., BBB penetration, CYP inhibition). Dataset: hlm. (1) The molecule is CNc1nc(NCCCN(C)C)c2sc(-c3cncnc3)cc2n1. The result is 0 (unstable in human liver microsomes). (2) The molecule is O=C(C(=O)N1CCN(C(=O)c2ccccc2)CC1)c1c[nH]c2ccccc12. The result is 0 (unstable in human liver microsomes). (3) The molecule is CN1C(=O)CC[C@H]1C(=O)NCc1cccc(C(F)(F)F)c1Cl. The result is 0 (unstable in human liver microsomes). (4) The molecule is CON=C(N)c1ccc(-c2cncc(-c3ccc(C(N)=NOC)cc3)n2)cc1. The result is 1 (stable in human liver microsomes). (5) The drug is CC(=O)N1CC2CC(C1)CN(C(=O)CN1CCC[C@H](NS(=O)(=O)c3ccc4cc(Cl)ccc4c3)C1=O)C2. The result is 1 (stable in human liver microsomes). (6) The molecule is COc1cc(O[C@@H]2C[C@H]3C(=O)N[C@]4(C(=O)NS(=O)(=O)C5CC5)C[C@H]4C=CCCCCC[C@H](NC(=O)OC(C)(C)C)C(=O)N3C2)c2ccc(OC)c(C)c2n1. The result is 1 (stable in human liver microsomes). (7) The molecule is Cc1ccc(C(=O)Nc2ccc(CN3CCN(C)CC3)c(C(F)(F)F)c2)cc1C#Cc1cnc2cccnn12. The result is 0 (unstable in human liver microsomes). (8) The molecule is O=C(Cc1ccc(-c2ccccc2)cc1)NCc1ccccc1. The result is 1 (stable in human liver microsomes).